From a dataset of Forward reaction prediction with 1.9M reactions from USPTO patents (1976-2016). Predict the product of the given reaction. (1) Given the reactants [F:1][C:2]1[CH:7]=[CH:6][C:5]([CH2:8][CH2:9][CH2:10][CH2:11][C:12]([OH:14])=O)=[CH:4][CH:3]=1.[CH3:15][O:16][C:17]1[CH:25]=[CH:24][CH:23]=[CH:22][C:18]=1[CH2:19][NH:20][CH3:21], predict the reaction product. The product is: [F:1][C:2]1[CH:3]=[CH:4][C:5]([CH2:8][CH2:9][CH2:10][CH2:11][C:12]([N:20]([CH2:19][C:18]2[CH:22]=[CH:23][CH:24]=[CH:25][C:17]=2[O:16][CH3:15])[CH3:21])=[O:14])=[CH:6][CH:7]=1. (2) Given the reactants [NH2:1][C:2]1[CH:9]=[C:8]([C:10]([C:12]2[C:20]3[CH:19]=[N:18][CH:17]=[N:16][C:15]=3[N:14]([CH:21]([CH3:23])[CH3:22])[CH:13]=2)=[O:11])[CH:7]=[CH:6][C:3]=1[C:4]#[N:5].[CH3:24][C:25]1[N:29]([CH2:30][C:31](O)=[O:32])[N:28]=[C:27]([C:34]([F:37])([F:36])[F:35])[CH:26]=1, predict the reaction product. The product is: [C:4]([C:3]1[CH:6]=[CH:7][C:8]([C:10]([C:12]2[C:20]3[CH:19]=[N:18][CH:17]=[N:16][C:15]=3[N:14]([CH:21]([CH3:23])[CH3:22])[CH:13]=2)=[O:11])=[CH:9][C:2]=1[NH:1][C:31](=[O:32])[CH2:30][N:29]1[C:25]([CH3:24])=[CH:26][C:27]([C:34]([F:37])([F:36])[F:35])=[N:28]1)#[N:5]. (3) Given the reactants [Cl:1][C:2]1[CH:3]=[C:4]([CH:9]([OH:27])[C:10]2([NH:16][S:17]([C:20]3[CH:25]=[CH:24][C:23]([CH3:26])=[CH:22][CH:21]=3)(=[O:19])=[O:18])[CH2:15][CH2:14][CH2:13][CH2:12][CH2:11]2)[CH:5]=[C:6]([Cl:8])[CH:7]=1.CC(OI1(OC(C)=O)(OC(C)=O)OC(=O)C2C=CC=CC1=2)=O.C([O-])(O)=O.[Na+].[O-]S([O-])(=S)=O.[Na+].[Na+], predict the reaction product. The product is: [Cl:1][C:2]1[CH:3]=[C:4]([CH:5]=[C:6]([Cl:8])[CH:7]=1)[C:9]([C:10]1([NH:16][S:17]([C:20]2[CH:25]=[CH:24][C:23]([CH3:26])=[CH:22][CH:21]=2)(=[O:19])=[O:18])[CH2:11][CH2:12][CH2:13][CH2:14][CH2:15]1)=[O:27]. (4) The product is: [C:25]([O:28][C:29]([NH:1][CH2:2][CH2:3][C@@H:4]1[CH2:13][C:12]2[C:7](=[CH:8][CH:9]=[CH:10][CH:11]=2)[CH2:6][N:5]1[C:14]([O:16][CH2:17][C:18]1[CH:19]=[CH:20][CH:21]=[CH:22][CH:23]=1)=[O:15])=[O:30])([CH3:27])([CH3:26])[CH3:24]. Given the reactants [NH2:1][CH2:2][CH2:3][C@@H:4]1[CH2:13][C:12]2[C:7](=[CH:8][CH:9]=[CH:10][CH:11]=2)[CH2:6][N:5]1[C:14]([O:16][CH2:17][C:18]1[CH:23]=[CH:22][CH:21]=[CH:20][CH:19]=1)=[O:15].[CH3:24][C:25]([O:28][C:29](O[C:29]([O:28][C:25]([CH3:27])([CH3:26])[CH3:24])=[O:30])=[O:30])([CH3:27])[CH3:26].C(N(CC)CC)C, predict the reaction product. (5) Given the reactants [CH:1]12[CH2:7][CH:4]([CH2:5][CH2:6]1)[C:3](=O)[C:2]2=O.COP([CH2:16][C:17]([C:19]1[CH:20]=[N:21][N:22]([C:28]([CH3:31])([CH3:30])[CH3:29])[C:23]=1[C:24]([F:27])([F:26])[F:25])=O)(=O)OC.O.[NH2:33][NH2:34], predict the reaction product. The product is: [C:28]([N:22]1[C:23]([C:24]([F:27])([F:26])[F:25])=[C:19]([C:17]2[CH:16]=[C:3]3[C:2]([CH:1]4[CH2:7][CH:4]3[CH2:5][CH2:6]4)=[N:34][N:33]=2)[CH:20]=[N:21]1)([CH3:31])([CH3:30])[CH3:29]. (6) Given the reactants [OH-].[Na+].C([O:5][C:6]([C:8]1[NH:17][C:11]2=[CH:12][N:13]=[C:14]([Br:16])[CH:15]=[C:10]2[CH:9]=1)=[O:7])C, predict the reaction product. The product is: [Br:16][C:14]1[CH:15]=[C:10]2[CH:9]=[C:8]([C:6]([OH:7])=[O:5])[NH:17][C:11]2=[CH:12][N:13]=1. (7) Given the reactants [C:1]([CH:4]([CH2:9][CH2:10][CH2:11][CH2:12][CH2:13][CH3:14])[C:5]([O:7]C)=[O:6])(=[O:3])[CH3:2].[OH-].[K+], predict the reaction product. The product is: [C:1]([CH:4]([CH2:9][CH2:10][CH2:11][CH2:12][CH2:13][CH3:14])[C:5]([OH:7])=[O:6])(=[O:3])[CH3:2].